Task: Predict the reaction yield, written as a fraction of the theoretical maximum amount of product (1.0 means a 100% yield; for example, 0.34 means a 34% yield).. Dataset: Reaction yield outcomes from USPTO patents with 853,638 reactions The reactants are [N+:1]([C:4]1[CH:9]=[CH:8][C:7]([C:10]2[S:11][C:12]3[CH:18]=[C:17]([O:19][CH3:20])[CH:16]=[CH:15][C:13]=3[N:14]=2)=[CH:6][CH:5]=1)([O-])=O.O.O.[Sn](Cl)Cl. The catalyst is CCO. The product is [NH2:1][C:4]1[CH:5]=[CH:6][C:7]([C:10]2[S:11][C:12]3[CH:18]=[C:17]([O:19][CH3:20])[CH:16]=[CH:15][C:13]=3[N:14]=2)=[CH:8][CH:9]=1. The yield is 0.930.